From a dataset of Full USPTO retrosynthesis dataset with 1.9M reactions from patents (1976-2016). Predict the reactants needed to synthesize the given product. (1) Given the product [C:38]1([O:37][C:35](=[O:36])[NH:10][C:8]2[N:7]([C:11]3[CH:16]=[CH:15][C:14]([O:17][Si:18]([CH:19]([CH3:20])[CH3:21])([CH:22]([CH3:24])[CH3:23])[CH:25]([CH3:27])[CH3:26])=[C:13]([Cl:28])[CH:12]=3)[N:6]=[C:5]([C:1]([CH3:3])([CH3:2])[CH3:4])[CH:9]=2)[CH:43]=[CH:42][CH:41]=[CH:40][CH:39]=1, predict the reactants needed to synthesize it. The reactants are: [C:1]([C:5]1[CH:9]=[C:8]([NH2:10])[N:7]([C:11]2[CH:16]=[CH:15][C:14]([O:17][Si:18]([CH:25]([CH3:27])[CH3:26])([CH:22]([CH3:24])[CH3:23])[CH:19]([CH3:21])[CH3:20])=[C:13]([Cl:28])[CH:12]=2)[N:6]=1)([CH3:4])([CH3:3])[CH3:2].C(=O)(O)[O-].[Na+].Cl[C:35]([O:37][C:38]1[CH:43]=[CH:42][CH:41]=[CH:40][CH:39]=1)=[O:36]. (2) Given the product [Br:1][C:2]1[C:3]([C:9]2[CH:14]=[CH:13][C:12]([Cl:15])=[CH:11][CH:10]=2)=[CH:4][C:5]([NH:16][NH2:17])=[N:6][CH:7]=1, predict the reactants needed to synthesize it. The reactants are: [Br:1][C:2]1[C:3]([C:9]2[CH:14]=[CH:13][C:12]([Cl:15])=[CH:11][CH:10]=2)=[CH:4][C:5](Cl)=[N:6][CH:7]=1.[NH2:16][NH2:17].